This data is from hERG potassium channel inhibition data for cardiac toxicity prediction from Karim et al.. The task is: Regression/Classification. Given a drug SMILES string, predict its toxicity properties. Task type varies by dataset: regression for continuous values (e.g., LD50, hERG inhibition percentage) or binary classification for toxic/non-toxic outcomes (e.g., AMES mutagenicity, cardiotoxicity, hepatotoxicity). Dataset: herg_karim. (1) The result is 0 (non-blocker). The compound is CC(NC(=O)C1(N)CCN(c2ncnc3[nH]ccc23)CC1)c1ccccn1. (2) The drug is NC1CC(C(=O)N2CCn3c(nnc3C(F)(F)F)C2)=CCC1c1cc(F)c(F)cc1F. The result is 0 (non-blocker). (3) The molecule is Nc1nc2cc3c(cc2s1)CCN(Cc1ncon1)CC3. The result is 0 (non-blocker). (4) The molecule is CC(C)S(=O)(=O)NC1COCC1c1ccc(-c2cncc(F)c2)cc1. The result is 0 (non-blocker). (5) The compound is Cn1cc(-c2nnc(SCCCN3CC[C@]4(C[C@@H]4c4ccc(C(F)(F)F)cc4)C3)n2C)cn1. The result is 1 (blocker). (6) The molecule is NC(=O)c1cccc(C[C@@H]2C[C@@H]3CC[C@H](C2)N3Cc2ccccc2)c1. The result is 1 (blocker). (7) The molecule is O=C(CNC(=O)c1cccc(C(F)(F)F)c1)NC1CN([C@H]2CC[C@@](O)(c3nc4ccccc4s3)CC2)C1. The result is 1 (blocker).